This data is from Full USPTO retrosynthesis dataset with 1.9M reactions from patents (1976-2016). The task is: Predict the reactants needed to synthesize the given product. (1) The reactants are: [C:1]([O:5][C:6]([NH:8][C@@H:9]([CH2:13][CH2:14][CH3:15])[C:10]([OH:12])=O)=[O:7])([CH3:4])([CH3:3])[CH3:2].Cl.[CH3:17][NH:18][O:19][CH3:20].F[P-](F)(F)(F)(F)F.N1(OC(N(C)C)=[N+](C)C)C2C=CC=CC=2N=N1.C(N(CC)C(C)C)(C)C. Given the product [CH3:20][O:19][N:18]([CH3:17])[C:10](=[O:12])[C@@H:9]([NH:8][C:6](=[O:7])[O:5][C:1]([CH3:2])([CH3:3])[CH3:4])[CH2:13][CH2:14][CH3:15], predict the reactants needed to synthesize it. (2) Given the product [CH:34]1([CH2:33][CH:32]([O:31][C:30](=[O:38])[NH:23][C:21]2[CH:20]=[CH:19][CH:18]=[C:17]([CH2:16][O:15]/[N:14]=[C:7](\[C:6]3[N:2]([CH3:1])[N:3]=[N:4][N:5]=3)/[C:8]3[CH:9]=[CH:10][CH:11]=[CH:12][CH:13]=3)[N:22]=2)[CH3:37])[CH2:36][CH2:35]1, predict the reactants needed to synthesize it. The reactants are: [CH3:1][N:2]1[C:6](/[C:7](=[N:14]\[O:15][CH2:16][C:17]2[N:22]=[C:21]([NH2:23])[CH:20]=[CH:19][CH:18]=2)/[C:8]2[CH:13]=[CH:12][CH:11]=[CH:10][CH:9]=2)=[N:5][N:4]=[N:3]1.N1C=CC=CC=1.[C:30](Cl)(=[O:38])[O:31][CH:32]([CH3:37])[CH2:33][CH:34]1[CH2:36][CH2:35]1. (3) Given the product [CH:47]1([N:51]2[CH2:56][CH2:55][N:54]([C:15]([C@H:12]3[CH2:11][CH2:10][C@H:9]([NH:8][C:5]4[CH:4]=[CH:3][C:2]([F:1])=[CH:7][CH:6]=4)[CH2:14][CH2:13]3)=[O:17])[CH2:53][CH2:52]2)[CH2:50][CH2:49][CH2:48]1, predict the reactants needed to synthesize it. The reactants are: [F:1][C:2]1[CH:7]=[CH:6][C:5]([NH:8][C@H:9]2[CH2:14][CH2:13][C@H:12]([C:15]([OH:17])=O)[CH2:11][CH2:10]2)=[CH:4][CH:3]=1.CN(C(ON1N=NC2C=CC=CC1=2)=[N+](C)C)C.[B-](F)(F)(F)F.CCN(CC)CC.[CH:47]1([N:51]2[CH2:56][CH2:55][NH:54][CH2:53][CH2:52]2)[CH2:50][CH2:49][CH2:48]1.C([O-])(O)=O.[Na+]. (4) Given the product [CH:1]1([CH2:4][O:5][C:6]2[CH:25]=[CH:24][C:9]3[CH:10]=[C:11]([C@H:13]4[CH2:18][CH2:17][C@H:16]([O:19][CH2:20][CH:21]([NH:23][C:26](=[O:28])[CH3:27])[CH3:22])[CH2:15][CH2:14]4)[O:12][C:8]=3[CH:7]=2)[CH2:3][CH2:2]1, predict the reactants needed to synthesize it. The reactants are: [CH:1]1([CH2:4][O:5][C:6]2[CH:25]=[CH:24][C:9]3[CH:10]=[C:11]([C@H:13]4[CH2:18][CH2:17][C@H:16]([O:19][CH2:20][CH:21]([NH2:23])[CH3:22])[CH2:15][CH2:14]4)[O:12][C:8]=3[CH:7]=2)[CH2:3][CH2:2]1.[C:26](OC(=O)C)(=[O:28])[CH3:27]. (5) Given the product [Cl:7][C:8]1[C:17]2[C:12](=[CH:13][CH:14]=[C:1]([C:2]([Cl:4])=[O:3])[CH:16]=2)[C:11]([Cl:21])=[CH:10][N:9]=1, predict the reactants needed to synthesize it. The reactants are: [C:1](Cl)(=O)[C:2]([Cl:4])=[O:3].[Cl:7][C:8]1[C:17]2[C:12](=[CH:13][CH:14]=C(C(O)=O)[CH:16]=2)[C:11]([Cl:21])=[CH:10][N:9]=1. (6) Given the product [OH:26][C:23]1[CH:24]=[CH:25][C:20]([S:17]([N:6]2[CH:5]([CH3:28])[C:4]3[C:3]([OH:2])=[CH:16][CH:15]=[CH:14][C:13]=3[C:12]3[CH:11]=[CH:10][CH:9]=[CH:8][C:7]2=3)(=[O:19])=[O:18])=[CH:21][CH:22]=1, predict the reactants needed to synthesize it. The reactants are: C[O:2][C:3]1[CH:16]=[CH:15][CH:14]=[C:13]2[C:4]=1[CH:5]([CH3:28])[N:6]([S:17]([C:20]1[CH:25]=[CH:24][C:23]([O:26]C)=[CH:22][CH:21]=1)(=[O:19])=[O:18])[C:7]1[CH:8]=[CH:9][CH:10]=[CH:11][C:12]=12.B(Cl)(Cl)Cl.ClCCl. (7) Given the product [Cl:1][C:2]1[C:7]([Cl:8])=[C:6]([C:9]([OH:18])([C:14]([F:17])([F:16])[F:15])[C:10]([F:11])([F:12])[F:13])[CH:5]=[CH:4][C:3]=1[C:19]1[S:23][C:22]([C:24]([O-:26])=[O:25])=[N:21][C:20]=1[C:29]([N:31]1[CH2:36][CH2:35][CH:34]([F:37])[CH2:33][CH2:32]1)=[O:30].[Li+:38], predict the reactants needed to synthesize it. The reactants are: [Cl:1][C:2]1[C:7]([Cl:8])=[C:6]([C:9]([OH:18])([C:14]([F:17])([F:16])[F:15])[C:10]([F:13])([F:12])[F:11])[CH:5]=[CH:4][C:3]=1[C:19]1[S:23][C:22]([C:24]([O:26]CC)=[O:25])=[N:21][C:20]=1[C:29]([N:31]1[CH2:36][CH2:35][CH:34]([F:37])[CH2:33][CH2:32]1)=[O:30].[Li+:38].[OH-]. (8) Given the product [Na+:33].[C:1]([C:3]1[C:4]([CH2:18][N:19]2[C:28](=[O:29])[C:27]3[C:22](=[CH:23][CH:24]=[CH:25][CH:26]=3)[N:21]=[CH:20]2)=[C:5]([C:14]([O-:16])=[O:15])[S:6][C:7]=1[N:8]1[CH2:13][CH2:12][O:11][CH2:10][CH2:9]1)#[N:2], predict the reactants needed to synthesize it. The reactants are: [C:1]([C:3]1[C:4]([CH2:18][N:19]2[C:28](=[O:29])[C:27]3[C:22](=[CH:23][CH:24]=[CH:25][CH:26]=3)[N:21]=[CH:20]2)=[C:5]([C:14]([O:16]C)=[O:15])[S:6][C:7]=1[N:8]1[CH2:13][CH2:12][O:11][CH2:10][CH2:9]1)#[N:2].CO.[OH-].[Na+:33]. (9) The reactants are: [CH2:1]1[C:14]2[C:13]3[CH:12]=[CH:11][C:10]([C:15]([O:17][CH2:18][CH3:19])=[O:16])=[CH:9][C:8]=3[NH:7][C:6]=2[C:5]([C:20]([O:22][CH2:23][CH3:24])=[O:21])=[CH:4][NH:3][CH2:2]1.[F:25][C:26]1[CH:34]=[CH:33][C:29]([C:30](Cl)=[O:31])=[CH:28][CH:27]=1. Given the product [F:25][C:26]1[CH:34]=[CH:33][C:29]([C:30]([N:3]2[CH2:2][CH2:1][C:14]3[C:13]4[CH:12]=[CH:11][C:10]([C:15]([O:17][CH2:18][CH3:19])=[O:16])=[CH:9][C:8]=4[NH:7][C:6]=3[C:5]([C:20]([O:22][CH2:23][CH3:24])=[O:21])=[CH:4]2)=[O:31])=[CH:28][CH:27]=1, predict the reactants needed to synthesize it.